Dataset: NCI-60 drug combinations with 297,098 pairs across 59 cell lines. Task: Regression. Given two drug SMILES strings and cell line genomic features, predict the synergy score measuring deviation from expected non-interaction effect. (1) Drug 1: CC1=C(N=C(N=C1N)C(CC(=O)N)NCC(C(=O)N)N)C(=O)NC(C(C2=CN=CN2)OC3C(C(C(C(O3)CO)O)O)OC4C(C(C(C(O4)CO)O)OC(=O)N)O)C(=O)NC(C)C(C(C)C(=O)NC(C(C)O)C(=O)NCCC5=NC(=CS5)C6=NC(=CS6)C(=O)NCCC[S+](C)C)O. Drug 2: CC1C(C(CC(O1)OC2CC(CC3=C2C(=C4C(=C3O)C(=O)C5=CC=CC=C5C4=O)O)(C(=O)C)O)N)O. Cell line: COLO 205. Synergy scores: CSS=49.2, Synergy_ZIP=-5.67, Synergy_Bliss=-9.26, Synergy_Loewe=-6.98, Synergy_HSA=-6.00. (2) Drug 1: CC1CCC2CC(C(=CC=CC=CC(CC(C(=O)C(C(C(=CC(C(=O)CC(OC(=O)C3CCCCN3C(=O)C(=O)C1(O2)O)C(C)CC4CCC(C(C4)OC)OCCO)C)C)O)OC)C)C)C)OC. Drug 2: CCC1(CC2CC(C3=C(CCN(C2)C1)C4=CC=CC=C4N3)(C5=C(C=C6C(=C5)C78CCN9C7C(C=CC9)(C(C(C8N6C)(C(=O)OC)O)OC(=O)C)CC)OC)C(=O)OC)O.OS(=O)(=O)O. Cell line: M14. Synergy scores: CSS=2.91, Synergy_ZIP=-1.04, Synergy_Bliss=1.57, Synergy_Loewe=-7.31, Synergy_HSA=-3.04. (3) Drug 1: CCC1(CC2CC(C3=C(CCN(C2)C1)C4=CC=CC=C4N3)(C5=C(C=C6C(=C5)C78CCN9C7C(C=CC9)(C(C(C8N6C=O)(C(=O)OC)O)OC(=O)C)CC)OC)C(=O)OC)O.OS(=O)(=O)O. Drug 2: C(CC(=O)O)C(=O)CN.Cl. Cell line: COLO 205. Synergy scores: CSS=10.6, Synergy_ZIP=-3.81, Synergy_Bliss=-1.96, Synergy_Loewe=-4.69, Synergy_HSA=-3.92. (4) Drug 2: CCN(CC)CCNC(=O)C1=C(NC(=C1C)C=C2C3=C(C=CC(=C3)F)NC2=O)C. Synergy scores: CSS=-4.40, Synergy_ZIP=0.707, Synergy_Bliss=-1.02, Synergy_Loewe=-3.77, Synergy_HSA=-3.52. Drug 1: CN(C)N=NC1=C(NC=N1)C(=O)N. Cell line: T-47D. (5) Drug 1: CC1=C(C=C(C=C1)NC2=NC=CC(=N2)N(C)C3=CC4=NN(C(=C4C=C3)C)C)S(=O)(=O)N.Cl. Drug 2: CN(C)N=NC1=C(NC=N1)C(=O)N. Cell line: MCF7. Synergy scores: CSS=-3.10, Synergy_ZIP=1.43, Synergy_Bliss=-0.678, Synergy_Loewe=-4.36, Synergy_HSA=-3.61. (6) Drug 1: CCC1(CC2CC(C3=C(CCN(C2)C1)C4=CC=CC=C4N3)(C5=C(C=C6C(=C5)C78CCN9C7C(C=CC9)(C(C(C8N6C)(C(=O)OC)O)OC(=O)C)CC)OC)C(=O)OC)O.OS(=O)(=O)O. Drug 2: C1C(C(OC1N2C=NC(=NC2=O)N)CO)O. Cell line: CCRF-CEM. Synergy scores: CSS=27.1, Synergy_ZIP=0.146, Synergy_Bliss=-1.27, Synergy_Loewe=-5.35, Synergy_HSA=-0.914. (7) Drug 2: CCN(CC)CCCC(C)NC1=C2C=C(C=CC2=NC3=C1C=CC(=C3)Cl)OC. Synergy scores: CSS=14.0, Synergy_ZIP=-2.38, Synergy_Bliss=-2.09, Synergy_Loewe=-18.6, Synergy_HSA=-4.85. Drug 1: CN(C)N=NC1=C(NC=N1)C(=O)N. Cell line: SK-MEL-2. (8) Synergy scores: CSS=3.69, Synergy_ZIP=-3.36, Synergy_Bliss=-1.86, Synergy_Loewe=-2.30, Synergy_HSA=-1.75. Drug 1: CC1=C(C=C(C=C1)NC2=NC=CC(=N2)N(C)C3=CC4=NN(C(=C4C=C3)C)C)S(=O)(=O)N.Cl. Cell line: OVCAR-4. Drug 2: C(CC(=O)O)C(=O)CN.Cl. (9) Drug 1: C1CC(=O)NC(=O)C1N2CC3=C(C2=O)C=CC=C3N. Drug 2: CCC1(CC2CC(C3=C(CCN(C2)C1)C4=CC=CC=C4N3)(C5=C(C=C6C(=C5)C78CCN9C7C(C=CC9)(C(C(C8N6C=O)(C(=O)OC)O)OC(=O)C)CC)OC)C(=O)OC)O.OS(=O)(=O)O. Cell line: HCT116. Synergy scores: CSS=11.6, Synergy_ZIP=-5.60, Synergy_Bliss=-4.09, Synergy_Loewe=-12.4, Synergy_HSA=-4.05.